This data is from Peptide-MHC class I binding affinity with 185,985 pairs from IEDB/IMGT. The task is: Regression. Given a peptide amino acid sequence and an MHC pseudo amino acid sequence, predict their binding affinity value. This is MHC class I binding data. (1) The peptide sequence is QTLISLNSM. The MHC is HLA-A02:01 with pseudo-sequence HLA-A02:01. The binding affinity (normalized) is 0.216. (2) The peptide sequence is ITLFPSYQL. The MHC is HLA-C04:01 with pseudo-sequence HLA-C04:01. The binding affinity (normalized) is 0.213. (3) The peptide sequence is FLPSDYFPSV. The MHC is HLA-B18:01 with pseudo-sequence HLA-B18:01. The binding affinity (normalized) is 0. (4) The peptide sequence is VESWEEVPYL. The MHC is HLA-B40:01 with pseudo-sequence HLA-B40:01. The binding affinity (normalized) is 0.657.